From a dataset of CYP2D6 inhibition data for predicting drug metabolism from PubChem BioAssay. Regression/Classification. Given a drug SMILES string, predict its absorption, distribution, metabolism, or excretion properties. Task type varies by dataset: regression for continuous measurements (e.g., permeability, clearance, half-life) or binary classification for categorical outcomes (e.g., BBB penetration, CYP inhibition). Dataset: cyp2d6_veith. (1) The drug is O=S(=O)(c1ccccc1)N1N=C(c2cccs2)CC1c1ccc(Br)cc1. The result is 1 (inhibitor). (2) The drug is Cc1ccc(NC(=O)NCCCc2ccccc2)cc1. The result is 0 (non-inhibitor). (3) The molecule is COC(=O)[C@H]1C[C@@H]1[C@H](NC(=O)c1cccnc1)c1ccccc1. The result is 0 (non-inhibitor). (4) The molecule is Cc1cccc(C(=O)NC(=S)N2CCN(C)CC2)c1. The result is 0 (non-inhibitor). (5) The compound is COc1ccc([N+](=O)[O-])cc1COc1ccc2c(-c3ccccc3)cc(=O)oc2c1. The result is 0 (non-inhibitor). (6) The drug is COCCn1c(=O)c(-c2ccccc2)nc2cnc(Nc3ccccc3)nc21. The result is 0 (non-inhibitor). (7) The compound is CC12CS(=O)(=O)CC1SC(=S)N2c1ccccn1. The result is 0 (non-inhibitor). (8) The compound is c1csc(CNc2ncncc2-c2ccoc2)c1. The result is 1 (inhibitor). (9) The compound is Br.N=C1c2ccccc2CN1NC(=O)c1ccc(F)cc1. The result is 1 (inhibitor). (10) The result is 0 (non-inhibitor). The drug is Nc1ccccc1.O=P(O)(OP(=O)(O)c1ccccc1)c1ccccc1.